This data is from M1 muscarinic receptor antagonist screen with 61,756 compounds. The task is: Binary Classification. Given a drug SMILES string, predict its activity (active/inactive) in a high-throughput screening assay against a specified biological target. (1) The molecule is S(c1n(c(nn1)Cc1n(ccc1)C)c1ccc(F)cc1)CC(=O)Nc1ccc(cc1)C. The result is 0 (inactive). (2) The molecule is S(=O)(=O)(N1CCN(CC1)c1c(NC(=O)Cc2ccccc2)cccc1)C. The result is 0 (inactive). (3) The molecule is S(CCc1ncccc1)CC(=O)Nc1cccnc1. The result is 0 (inactive). (4) The molecule is o1nc(NC(=O)Nc2c3c(ccc2)cccc3)cc1C. The result is 0 (inactive). (5) The molecule is O(c1c(c(cc(c1)C)C)C)CC(=O)NCCN(C)C. The result is 0 (inactive). (6) The molecule is O=C(Nc1c(cc(OCC(=O)N2CCOCC2)cc1)C)C1CCCCC1. The result is 0 (inactive).